Dataset: Catalyst prediction with 721,799 reactions and 888 catalyst types from USPTO. Task: Predict which catalyst facilitates the given reaction. Reactant: Br[C:2]1[CH:7]=[CH:6][C:5]([CH2:8][CH2:9][CH2:10][C:11]2[N:15]([CH2:16][CH3:17])[C:14](=[O:18])[N:13]([CH2:19][C:20]3[CH:25]=[CH:24][C:23]([C:26]([CH3:29])([CH3:28])[CH3:27])=[CH:22][CH:21]=3)[N:12]=2)=[CH:4][CH:3]=1.C(=O)([O-])[O-].[K+].[K+].CC1(C)C(C)(C)OB([C:44]2[CH:45]=[C:46]([CH2:50][C:51]([O:53][CH2:54][CH3:55])=[O:52])[CH:47]=[CH:48][CH:49]=2)O1. Product: [C:26]([C:23]1[CH:24]=[CH:25][C:20]([CH2:19][N:13]2[C:14](=[O:18])[N:15]([CH2:16][CH3:17])[C:11]([CH2:10][CH2:9][CH2:8][C:5]3[CH:6]=[CH:7][C:2]([C:48]4[CH:49]=[CH:44][CH:45]=[C:46]([CH2:50][C:51]([O:53][CH2:54][CH3:55])=[O:52])[CH:47]=4)=[CH:3][CH:4]=3)=[N:12]2)=[CH:21][CH:22]=1)([CH3:29])([CH3:28])[CH3:27]. The catalyst class is: 149.